From a dataset of Full USPTO retrosynthesis dataset with 1.9M reactions from patents (1976-2016). Predict the reactants needed to synthesize the given product. (1) Given the product [C:21]1([CH2:20][CH2:19][C@@H:18]([OH:27])[CH2:3][CH:2]=[CH2:1])[CH:26]=[CH:25][CH:24]=[CH:23][CH:22]=1, predict the reactants needed to synthesize it. The reactants are: [CH2:1]([Si]1(Cl)N(C)[C@@H](C)[C@H](C2C=CC=CC=2)O1)[CH:2]=[CH2:3].[CH:18](=[O:27])[CH2:19][CH2:20][C:21]1[CH:26]=[CH:25][CH:24]=[CH:23][CH:22]=1.Cl.CCOC(C)=O. (2) Given the product [CH3:1][O:2][C:3]1[CH:8]=[CH:7][C:6]([NH:9][C:10]([C:12]2[C:20]3[C:19]4[CH:21]=[C:22]([NH2:25])[CH:23]=[CH:24][C:18]=4[O:17][C:16]=3[C:15]([O:28][CH3:29])=[CH:14][CH:13]=2)=[O:11])=[CH:5][CH:4]=1, predict the reactants needed to synthesize it. The reactants are: [CH3:1][O:2][C:3]1[CH:8]=[CH:7][C:6]([NH:9][C:10]([C:12]2[C:20]3[C:19]4[CH:21]=[C:22]([N+:25]([O-])=O)[CH:23]=[CH:24][C:18]=4[O:17][C:16]=3[C:15]([O:28][CH3:29])=[CH:14][CH:13]=2)=[O:11])=[CH:5][CH:4]=1.O.NN. (3) Given the product [Cl:1][C:2]1[CH:3]=[C:4]([CH:23]=[CH:24][C:25]=1[Cl:26])[CH2:5][N:6]([CH3:22])[C:7]([C:9]1[CH2:13][N:12]([CH2:14][CH2:15][CH2:16][C:17]([N:31]2[CH2:32][CH2:33][N:28]([CH3:27])[CH2:29][CH2:30]2)=[O:19])[C:11](=[O:20])[C:10]=1[OH:21])=[O:8], predict the reactants needed to synthesize it. The reactants are: [Cl:1][C:2]1[CH:3]=[C:4]([CH:23]=[CH:24][C:25]=1[Cl:26])[CH2:5][N:6]([CH3:22])[C:7]([C:9]1[CH2:13][N:12]([CH2:14][CH2:15][CH2:16][C:17]([OH:19])=O)[C:11](=[O:20])[C:10]=1[OH:21])=[O:8].[CH3:27][N:28]1[CH2:33][CH2:32][NH:31][CH2:30][CH2:29]1. (4) Given the product [CH3:21][O:22][C:23](=[O:32])[C:24]1[CH:29]=[CH:28][C:27]([CH2:30][N:12]2[C:11]3[CH:10]=[CH:9][CH:8]=[CH:7][C:6]=3[C:5]3[C:13]2=[CH:1][CH:2]=[CH:3][CH:4]=3)=[CH:26][CH:25]=1, predict the reactants needed to synthesize it. The reactants are: [CH:1]1[C:13]2[NH:12][C:11]3[C:6](=[CH:7][CH:8]=[CH:9][CH:10]=3)[C:5]=2[CH:4]=[CH:3][CH:2]=1.[H-].[Na+].CN(C)C=O.[CH3:21][O:22][C:23](=[O:32])[C:24]1[CH:29]=[CH:28][C:27]([CH2:30]Br)=[CH:26][CH:25]=1. (5) Given the product [N+:15]([C:13]1[CH:12]=[CH:11][C:9]2[N:10]=[C:6]([NH:5][CH2:4][CH2:3][C:21]3[CH:26]=[CH:25][CH:24]=[CH:23][CH:22]=3)[S:7][C:8]=2[CH:14]=1)([O-:17])=[O:16], predict the reactants needed to synthesize it. The reactants are: CN(C)[CH2:3][CH2:4][NH:5][C:6]1[S:7][C:8]2[CH:14]=[C:13]([N+:15]([O-:17])=[O:16])[CH:12]=[CH:11][C:9]=2[N:10]=1.C(N)C[C:21]1[CH:26]=[CH:25][CH:24]=[CH:23][CH:22]=1. (6) Given the product [CH3:21][O:22][CH2:23][CH2:24][N:25]([CH3:33])[C:26]1[N:27]=[CH:28][C:29]([NH:32][C:18]([C:11]2[O:10][C:9]([C:4]3[CH:5]=[CH:6][CH:7]=[CH:8][C:3]=3[O:2][CH3:1])=[N:13][C:12]=2[C:14]([F:15])([F:16])[F:17])=[O:20])=[CH:30][N:31]=1, predict the reactants needed to synthesize it. The reactants are: [CH3:1][O:2][C:3]1[CH:8]=[CH:7][CH:6]=[CH:5][C:4]=1[C:9]1[O:10][C:11]([C:18]([OH:20])=O)=[C:12]([C:14]([F:17])([F:16])[F:15])[N:13]=1.[CH3:21][O:22][CH2:23][CH2:24][N:25]([CH3:33])[C:26]1[N:31]=[CH:30][C:29]([NH2:32])=[CH:28][N:27]=1. (7) Given the product [C:40]([NH:41]/[C:29](=[N:30]\[C:31]1[CH:36]=[CH:35][CH:34]=[CH:33][CH:32]=1)/[N:24]1[CH2:25][CH2:26][C:27]2[N:28]=[C:20]([C:18]([NH:17][C:10]3[CH:11]=[CH:12][C:13]([O:15][CH3:16])=[CH:14][C:9]=3[NH:8][C:6](=[O:7])[O:5][C:1]([CH3:4])([CH3:3])[CH3:2])=[O:19])[S:21][C:22]=2[CH2:23]1)#[N:39], predict the reactants needed to synthesize it. The reactants are: [C:1]([O:5][C:6]([NH:8][C:9]1[CH:14]=[C:13]([O:15][CH3:16])[CH:12]=[CH:11][C:10]=1[NH:17][C:18]([C:20]1[S:21][C:22]2[CH2:23][N:24]([C:29](SC)=[N:30][C:31]3[CH:36]=[CH:35][CH:34]=[CH:33][CH:32]=3)[CH2:25][CH2:26][C:27]=2[N:28]=1)=[O:19])=[O:7])([CH3:4])([CH3:3])[CH3:2].[N:39]#[C:40][NH2:41].